From a dataset of Catalyst prediction with 721,799 reactions and 888 catalyst types from USPTO. Predict which catalyst facilitates the given reaction. Reactant: [F:1][C:2]1[N:10]=[C:9]2[C:5]([N:6]=[CH:7][NH:8]2)=[C:4]([NH:11][CH2:12][C:13]2[CH:14]=[N:15][C:16]([CH3:19])=[CH:17][CH:18]=2)[N:3]=1.C([O-])([O-])=O.[K+].[K+].Br[CH:27]([CH3:29])[CH3:28].C(Cl)Cl.CCOCC.CO. Product: [F:1][C:2]1[N:10]=[C:9]2[C:5]([N:6]=[CH:7][N:8]2[CH:27]([CH3:29])[CH3:28])=[C:4]([NH:11][CH2:12][C:13]2[CH:14]=[N:15][C:16]([CH3:19])=[CH:17][CH:18]=2)[N:3]=1. The catalyst class is: 9.